Dataset: Reaction yield outcomes from USPTO patents with 853,638 reactions. Task: Predict the reaction yield, written as a fraction of the theoretical maximum amount of product (1.0 means a 100% yield; for example, 0.34 means a 34% yield). (1) The reactants are Cl.[Cl:2][C:3]1[CH:8]=[CH:7][CH:6]=[CH:5][C:4]=1[N:9]1[CH:13]=[N:12][N:11]=[C:10]1[C:14]1[S:28][C:17]2[C:18]3[CH:26]=[CH:25][C:24]([NH2:27])=[CH:23][C:19]=3[O:20][CH2:21][CH2:22][C:16]=2[CH:15]=1.[C:29](OC(=O)C)(=[O:31])[CH3:30]. The catalyst is C(Cl)Cl. The product is [Cl:2][C:3]1[CH:8]=[CH:7][CH:6]=[CH:5][C:4]=1[N:9]1[CH:13]=[N:12][N:11]=[C:10]1[C:14]1[S:28][C:17]2[C:18]3[CH:26]=[CH:25][C:24]([NH:27][C:29](=[O:31])[CH3:30])=[CH:23][C:19]=3[O:20][CH2:21][CH2:22][C:16]=2[CH:15]=1. The yield is 0.390. (2) The catalyst is C(OCC)(=O)C. The product is [CH:8]1([CH2:11][CH2:12][C:13]2[N:1]=[C:2]3[CH:7]=[CH:6][CH:5]=[CH:4][N:3]3[C:19](=[O:21])[CH:14]=2)[CH2:9][CH2:10]1. The reactants are [NH2:1][C:2]1[CH:7]=[CH:6][CH:5]=[CH:4][N:3]=1.[CH:8]1([CH2:11][C:12](=O)[CH2:13][C:14](OC)=O)[CH2:10][CH2:9]1.[C:19](O)(=[O:21])C. The yield is 0.130. (3) The reactants are [F:1][C:2]([F:13])([F:12])[CH2:3]OS(C(F)(F)F)(=O)=O.[Cl:14][C:15]1[C:20]([NH:21][C:22]([C:24]2[CH:25]=[N:26][N:27]([CH:29]3[CH2:34][CH2:33][CH2:32][CH2:31][O:30]3)[CH:28]=2)=[O:23])=[CH:19][C:18]([Cl:35])=[CH:17][N:16]=1.CC([O-])(C)C.[K+].O. The catalyst is CC1OCCC1. The product is [Cl:14][C:15]1[C:20]([N:21]([CH2:3][C:2]([F:13])([F:12])[F:1])[C:22]([C:24]2[CH:25]=[N:26][N:27]([CH:29]3[CH2:34][CH2:33][CH2:32][CH2:31][O:30]3)[CH:28]=2)=[O:23])=[CH:19][C:18]([Cl:35])=[CH:17][N:16]=1. The yield is 0.200. (4) The reactants are [C:1]([C:4]1[CH:5]=[C:6]([C:21]([O:23]C)=[O:22])[CH:7]=[C:8]2[C:13]=1[O:12][C:11]([N:14]1[CH2:19][CH2:18][O:17][CH2:16][CH2:15]1)=[CH:10][C:9]2=[O:20])(=[O:3])[CH3:2].[BH4-].[Na+].[OH-].[Na+].Cl. The catalyst is CO.O. The product is [OH:3][CH:1]([C:4]1[CH:5]=[C:6]([C:21]([OH:23])=[O:22])[CH:7]=[C:8]2[C:13]=1[O:12][C:11]([N:14]1[CH2:19][CH2:18][O:17][CH2:16][CH2:15]1)=[CH:10][C:9]2=[O:20])[CH3:2]. The yield is 0.940. (5) The yield is 0.710. The product is [ClH:20].[CH3:18][N:11]([C@H:4]([C:5]1[CH:10]=[CH:9][CH:8]=[CH:7][CH:6]=1)[C:3]([OH:19])=[O:2])[C:12]1[CH:13]=[CH:14][CH:15]=[CH:16][CH:17]=1. The catalyst is O1CCOCC1. The reactants are C[O:2][C:3](=[O:19])[C@H:4]([N:11]([CH3:18])[C:12]1[CH:17]=[CH:16][CH:15]=[CH:14][CH:13]=1)[C:5]1[CH:10]=[CH:9][CH:8]=[CH:7][CH:6]=1.[ClH:20].O. (6) The reactants are O[Li].O.C([O:7][CH:8]1[C:12]2[N:13]=[CH:14][N:15]=[C:16]([N:17]3[CH2:22][CH2:21][N:20]([C:23]([O:25][C:26]([CH3:29])([CH3:28])[CH3:27])=[O:24])[CH2:19][CH2:18]3)[C:11]=2[C@H:10]([CH3:30])[CH2:9]1)(=O)C.C1COCC1.[NH4+].[Cl-]. The catalyst is O. The product is [OH:7][CH:8]1[C:12]2[N:13]=[CH:14][N:15]=[C:16]([N:17]3[CH2:22][CH2:21][N:20]([C:23]([O:25][C:26]([CH3:29])([CH3:28])[CH3:27])=[O:24])[CH2:19][CH2:18]3)[C:11]=2[C@H:10]([CH3:30])[CH2:9]1. The yield is 0.564.